From a dataset of NCI-60 drug combinations with 297,098 pairs across 59 cell lines. Regression. Given two drug SMILES strings and cell line genomic features, predict the synergy score measuring deviation from expected non-interaction effect. Drug 1: CC12CCC3C(C1CCC2=O)CC(=C)C4=CC(=O)C=CC34C. Drug 2: CC1=C(C=C(C=C1)C(=O)NC2=CC(=CC(=C2)C(F)(F)F)N3C=C(N=C3)C)NC4=NC=CC(=N4)C5=CN=CC=C5. Cell line: SNB-75. Synergy scores: CSS=26.0, Synergy_ZIP=-4.86, Synergy_Bliss=3.01, Synergy_Loewe=3.23, Synergy_HSA=2.54.